The task is: Predict which catalyst facilitates the given reaction.. This data is from Catalyst prediction with 721,799 reactions and 888 catalyst types from USPTO. (1) Reactant: [CH3:1][C@H:2]1[CH2:7][CH2:6][C@H:5]([C:8](Cl)=[O:9])[CH2:4][CH2:3]1.[CH3:11][O:12][C:13]([C:15]1[S:16][C:17]([C:31]2[CH2:36][CH2:35][CH2:34][CH2:33][CH:32]=2)=[CH:18][C:19]=1[NH:20][CH:21]1[CH2:29][CH:28]2[N:24]([C:25](=[O:30])[CH2:26][CH2:27]2)[CH2:23][CH2:22]1)=[O:14].N1C=CC=CC=1.CO. Product: [CH3:11][O:12][C:13]([C:15]1[S:16][C:17]([C:31]2[CH2:36][CH2:35][CH2:34][CH2:33][CH:32]=2)=[CH:18][C:19]=1[N:20]([C:8]([C@H:5]1[CH2:6][CH2:7][C@H:2]([CH3:1])[CH2:3][CH2:4]1)=[O:9])[CH:21]1[CH2:29][CH:28]2[N:24]([C:25](=[O:30])[CH2:26][CH2:27]2)[CH2:23][CH2:22]1)=[O:14]. The catalyst class is: 451. (2) The catalyst class is: 22. Reactant: [Cl:1][C:2]1[C:3]([C:8]2[CH:9]=[CH:10][C:11]3[C:16](=O)[NH:15][C:14]([CH2:18][O:19][CH3:20])=[N:13][C:12]=3[N:21]=2)=[N:4][CH:5]=[CH:6][CH:7]=1.N1C(C)=CC=CC=1C.O=P(Cl)(Cl)[Cl:32]. Product: [Cl:32][C:16]1[C:11]2[CH:10]=[CH:9][C:8]([C:3]3[C:2]([Cl:1])=[CH:7][CH:6]=[CH:5][N:4]=3)=[N:21][C:12]=2[N:13]=[C:14]([CH2:18][O:19][CH3:20])[N:15]=1.